Dataset: Experimentally validated miRNA-target interactions with 360,000+ pairs, plus equal number of negative samples. Task: Binary Classification. Given a miRNA mature sequence and a target amino acid sequence, predict their likelihood of interaction. (1) Result: 0 (no interaction). The protein sequence of the target gene is MKPRPAGFVDNKLKQRVIQYLTSNKCGKYVDIGVLASDLQRVYSIDYGRRKRNAFRIQVEKVFSIISSEKELKNLTELEDEHLAKRARQGEEDNEYTESYSDDDSSMEDYPDPQSANHMNSSLLSLYRKGNPDSVSNTPEMEQRETTSSTPRISSKTGSIPLKTPAKDSEGGWFIDKTPSVKKDSFFLDLSCEKSNPKKPITEIQDSKDSSLLESDMKRKGKLKNKGSKRKKEDLQEVDGEIEAVLQKKAKARGLEFQISNVKFEDVGGNDMTLKEVCKMLIHMRHPEVYHHLGVVPPRG.... The miRNA is hsa-miR-192-3p with sequence CUGCCAAUUCCAUAGGUCACAG. (2) The miRNA is hsa-miR-4282 with sequence UAAAAUUUGCAUCCAGGA. The protein sequence of the target gene is MEQPGAAASGAGGGSEEPGGGRSNKRSAGNRAANEEETKNKPKLNIQIKTLADDVRDRITSFRKSTVKKEKPLIQHPIDSQVAMSEFPAAQPLYDERSLNLSEKEVLDLFEKMMEDMNLNEEKKAPLRNKDFTTKREMVVQYISATAKSGGLKNSKHECTLSSQEYVHELRSGISDEKLLNCLESLRVSLTSNPVSWVNNFGHEGLGLLLDELEKLLDKKQQENIDKKNQYKLIQCLKAFMNNKFGLQRILGDERSLLLLARAIDPKQPNMMTEIVKILSAICIVGEENILDKLLGAITT.... Result: 0 (no interaction). (3) The miRNA is hsa-miR-4261 with sequence AGGAAACAGGGACCCA. The protein sequence of the target gene is MRPPSLPPARWLCVLAGALACALGPAGSRAASPHQECEYLQMIEKQRQQCLEEAQLENETTGCSKMWDNLTCWPTTPWGQVVVLDCPLIFQLFSPIHGYNISRNCTEEGWSQLEPGPYHIACGLNDRASSMDEQQQTEFYDAVKTGYTIGYSLSLASLLVAMAILSLFRKLHCTRNYIHMHLFMSFILRATAVFIKDMALFNNGETDHCSEASVSCKAAVVFFQYCVMANFFWLLVEGLYLHTLLAVSFFSERKYFWGYILIGWGVPSVFIMIWTIVRIHFEDFGCWDTIINSSLWWIIK.... Result: 0 (no interaction).